Dataset: Catalyst prediction with 721,799 reactions and 888 catalyst types from USPTO. Task: Predict which catalyst facilitates the given reaction. (1) Reactant: [C:1](#[N:3])[CH3:2].C([Li])CCC.[Si:9]([O:16][CH2:17][C:18]1[CH:26]=[CH:25][C:21]([C:22](Cl)=[O:23])=[CH:20][CH:19]=1)([C:12]([CH3:15])([CH3:14])[CH3:13])([CH3:11])[CH3:10]. Product: [Si:9]([O:16][CH2:17][C:18]1[CH:19]=[CH:20][C:21]([C:22](=[O:23])[CH2:2][C:1]#[N:3])=[CH:25][CH:26]=1)([C:12]([CH3:15])([CH3:14])[CH3:13])([CH3:11])[CH3:10]. The catalyst class is: 1. (2) Product: [F:31][C:30]([F:33])([F:32])[C:34]([OH:36])=[O:35].[I:1][C:2]1[CH:3]=[C:4]2[C:8](=[CH:9][CH:10]=1)[CH2:7][NH:6][CH2:5]2. Reactant: [I:1][C:2]1[CH:3]=[C:4]2[C:8](=[CH:9][CH:10]=1)[CH2:7][N:6](C(C1C=CC=CC=1)(C1C=CC=CC=1)C1C=CC=CC=1)[CH2:5]2.[C:30]([C:34]([OH:36])=[O:35])([F:33])([F:32])[F:31].C(Cl)Cl. The catalyst class is: 14.